From a dataset of Full USPTO retrosynthesis dataset with 1.9M reactions from patents (1976-2016). Predict the reactants needed to synthesize the given product. Given the product [NH2:1][C:2]1[S:3][C:4]([C:8]([NH:49][CH2:48][C:45]2[CH:46]=[CH:47][C:42]([F:41])=[CH:43][CH:44]=2)=[O:10])=[C:5]([CH3:7])[N:6]=1, predict the reactants needed to synthesize it. The reactants are: [NH2:1][C:2]1[S:3][C:4]([C:8]([OH:10])=O)=[C:5]([CH3:7])[N:6]=1.ON1C2C=CC=CC=2N=N1.CN(C)CCCN=C=NCC.C(N(C(C)C)CC)(C)C.[F:41][C:42]1[CH:47]=[CH:46][C:45]([CH2:48][NH2:49])=[CH:44][CH:43]=1.